Dataset: Full USPTO retrosynthesis dataset with 1.9M reactions from patents (1976-2016). Task: Predict the reactants needed to synthesize the given product. (1) Given the product [C:1]([O:4][CH:5]1[O:18][C@H:17]([CH2:19][O:20][C:21](=[O:23])[CH3:22])[C@H:12]([O:13][C:14](=[O:16])[CH3:15])[C@H:11]([N:24]2[CH:29]=[C:28]([C:27]([O:31][CH3:32])=[O:30])[N:26]=[N:25]2)[C@H:6]1[O:7][C:8](=[O:10])[CH3:9])(=[O:3])[CH3:2], predict the reactants needed to synthesize it. The reactants are: [C:1]([O:4][CH:5]1[O:18][C@H:17]([CH2:19][O:20][C:21](=[O:23])[CH3:22])[C@H:12]([O:13][C:14](=[O:16])[CH3:15])[C@H:11]([N:24]=[N+:25]=[N-:26])[C@H:6]1[O:7][C:8](=[O:10])[CH3:9])(=[O:3])[CH3:2].[C:27]([O:31][CH3:32])(=[O:30])[C:28]#[CH:29].C(N(C(C)C)CC)(C)C. (2) Given the product [CH2:5]([O:4][C:2]([N:22]1[CH2:23][CH2:24][N:19]([C:16]2[C:15]([C:25]([F:28])([F:26])[F:27])=[CH:14][C:13]([Br:12])=[CH:18][N:17]=2)[CH2:20][CH2:21]1)=[O:3])[C:6]1[CH:11]=[CH:10][CH:9]=[CH:8][CH:7]=1, predict the reactants needed to synthesize it. The reactants are: Cl[C:2]([O:4][CH2:5][C:6]1[CH:11]=[CH:10][CH:9]=[CH:8][CH:7]=1)=[O:3].[Br:12][C:13]1[CH:14]=[C:15]([C:25]([F:28])([F:27])[F:26])[C:16]([N:19]2[CH2:24][CH2:23][NH:22][CH2:21][CH2:20]2)=[N:17][CH:18]=1.C(N(C(C)C)CC)(C)C. (3) The reactants are: [F:1][C:2]1[CH:10]=[C:9]([F:11])[CH:8]=[C:7]([F:12])[C:3]=1[C:4](Cl)=[O:5].[Al+3].[Cl-].[Cl-].[Cl-].[NH:17]1[CH:21]=[CH:20][CH:19]=[C:18]1[C:22]([OH:24])=[O:23].Cl. Given the product [F:1][C:2]1[CH:10]=[C:9]([F:11])[CH:8]=[C:7]([F:12])[C:3]=1[C:4]([C:20]1[CH:19]=[C:18]([C:22]([OH:24])=[O:23])[NH:17][CH:21]=1)=[O:5], predict the reactants needed to synthesize it. (4) Given the product [CH2:13]([O:12][C:9]1[CH:10]=[CH:11][C:6]([CH2:5][C@H:4]([NH:21][C:22]([O:24][CH2:25][C:26]2[CH:31]=[CH:30][CH:29]=[CH:28][CH:27]=2)=[O:23])[C:3]([O:2][CH3:1])=[O:32])=[CH:7][C:8]=1[O:20][C:38]([N:33]1[CH2:37][CH2:36][CH2:35][CH2:34]1)=[O:39])[C:14]1[CH:19]=[CH:18][CH:17]=[CH:16][CH:15]=1, predict the reactants needed to synthesize it. The reactants are: [CH3:1][O:2][C:3](=[O:32])[C@@H:4]([NH:21][C:22]([O:24][CH2:25][C:26]1[CH:31]=[CH:30][CH:29]=[CH:28][CH:27]=1)=[O:23])[CH2:5][C:6]1[CH:11]=[CH:10][C:9]([O:12][CH2:13][C:14]2[CH:19]=[CH:18][CH:17]=[CH:16][CH:15]=2)=[C:8]([OH:20])[CH:7]=1.[N:33]1([C:38](Cl)=[O:39])[CH2:37][CH2:36][CH2:35][CH2:34]1.C(N(CC)CC)C. (5) The reactants are: [CH3:1][O:2][C:3]1[C:8]2[C:9]([CH2:12][O:13][C:14]3[CH:22]=[CH:21][CH:20]=[C:19]4[C:15]=3[CH:16]=[C:17]([C:23]([OH:25])=O)[NH:18]4)=[CH:10][O:11][C:7]=2[CH:6]=[CH:5][CH:4]=1.[C@H:26]1([CH2:36][N:37]2[CH2:42][CH2:41][CH:40]([NH2:43])[CH2:39][CH2:38]2)[C@@H:35]2[N:30]([CH2:31][CH2:32][CH2:33][CH2:34]2)[CH2:29][CH2:28][CH2:27]1. Given the product [C@H:26]1([CH2:36][N:37]2[CH2:42][CH2:41][CH:40]([NH:43][C:23]([C:17]3[NH:18][C:19]4[C:15]([CH:16]=3)=[C:14]([O:13][CH2:12][C:9]3[C:8]5[C:3]([O:2][CH3:1])=[CH:4][CH:5]=[CH:6][C:7]=5[O:11][CH:10]=3)[CH:22]=[CH:21][CH:20]=4)=[O:25])[CH2:39][CH2:38]2)[C@@H:35]2[N:30]([CH2:31][CH2:32][CH2:33][CH2:34]2)[CH2:29][CH2:28][CH2:27]1, predict the reactants needed to synthesize it. (6) Given the product [CH3:11][N:12]1[CH2:13][CH2:14][CH:15]([N:18]2[CH2:23][CH2:22][N:21]([C:2]3[CH:7]=[CH:6][C:5]([N+:8]([O-:10])=[O:9])=[CH:4][CH:3]=3)[CH2:20][CH2:19]2)[CH2:16][CH2:17]1, predict the reactants needed to synthesize it. The reactants are: F[C:2]1[CH:7]=[CH:6][C:5]([N+:8]([O-:10])=[O:9])=[CH:4][CH:3]=1.[CH3:11][N:12]1[CH2:17][CH2:16][CH:15]([N:18]2[CH2:23][CH2:22][NH:21][CH2:20][CH2:19]2)[CH2:14][CH2:13]1.C(N(CC)CC)C. (7) Given the product [CH2:1]([O:8][C:9]1[CH:14]=[CH:13][C:12]([C:21]2[CH:26]=[CH:25][CH:24]=[C:23]([C:27]3[CH:32]=[CH:31][CH:30]=[C:29]([C:33]([F:36])([F:35])[F:34])[N+:28]=3[O-:37])[CH:22]=2)=[CH:11][C:10]=1[O:18][CH3:19])[C:2]1[CH:7]=[CH:6][CH:5]=[CH:4][CH:3]=1, predict the reactants needed to synthesize it. The reactants are: [CH2:1]([O:8][C:9]1[CH:14]=[CH:13][C:12](B(O)O)=[CH:11][C:10]=1[O:18][CH3:19])[C:2]1[CH:7]=[CH:6][CH:5]=[CH:4][CH:3]=1.Br[C:21]1[CH:22]=[C:23]([C:27]2[CH:32]=[CH:31][CH:30]=[C:29]([C:33]([F:36])([F:35])[F:34])[N+:28]=2[O-:37])[CH:24]=[CH:25][CH:26]=1.C(=O)([O-])[O-].[Na+].[Na+]. (8) Given the product [C:1]([O:5][C:6]([N:8]1[CH2:13][CH2:12][CH:11]([O:14][CH2:20][CH2:19][O:18][CH3:17])[CH2:10][CH2:9]1)=[O:7])([CH3:4])([CH3:2])[CH3:3], predict the reactants needed to synthesize it. The reactants are: [C:1]([O:5][C:6]([N:8]1[CH2:13][CH2:12][CH:11]([OH:14])[CH2:10][CH2:9]1)=[O:7])([CH3:4])([CH3:3])[CH3:2].[H-].[Na+].[CH3:17][O:18][CH2:19][CH2:20]Br. (9) Given the product [F:18][C:13]1[CH:12]=[C:11]([N:8]2[CH:7]=[N:6][C:5]3[C:9]2=[N:10][C:2]([NH:20][C@H:21]2[CH2:25][CH2:24][C@H:23]([OH:26])[CH2:22]2)=[N:3][CH:4]=3)[CH:16]=[CH:15][C:14]=1[I:17], predict the reactants needed to synthesize it. The reactants are: Cl[C:2]1[N:10]=[C:9]2[C:5]([N:6]=[CH:7][N:8]2[C:11]2[CH:16]=[CH:15][C:14]([I:17])=[C:13]([F:18])[CH:12]=2)=[CH:4][N:3]=1.Cl.[NH2:20][C@H:21]1[CH2:25][CH2:24][C@H:23]([OH:26])[CH2:22]1.C(N(C(C)C)C(C)C)C. (10) Given the product [OH:21][C:12]1[CH:13]=[C:14]([C:17]([F:20])([F:18])[F:19])[CH:15]=[CH:16][C:11]=1[C:10]([NH:9][C:8]1[CH:2]([OH:1])[CH:3]2[CH:5]([C:6](=[O:23])[CH:7]=1)[O:4]2)=[O:22], predict the reactants needed to synthesize it. The reactants are: [O:1]=[C:2]1[C:8]([NH:9][C:10](=[O:22])[C:11]2[CH:16]=[CH:15][C:14]([C:17]([F:20])([F:19])[F:18])=[CH:13][C:12]=2[OH:21])=[CH:7][C:6](=[O:23])[CH:5]2[CH:3]1[O:4]2.C(O[BH-](OC(=O)C)OC(=O)C)(=O)C.[Na+].